This data is from Forward reaction prediction with 1.9M reactions from USPTO patents (1976-2016). The task is: Predict the product of the given reaction. (1) Given the reactants [Cl:1][C:2]1[S:3][C:4]2[C:10]([O:11][S:12]([C:15]([F:18])([F:17])[F:16])(=[O:14])=[O:13])=[C:9]([C:19](=[O:25])[C:20]([O:22][CH2:23][CH3:24])=[O:21])[C:8]([CH3:26])=[CH:7][C:5]=2[N:6]=1.B1(C)OC(C2C=CC=CC=2)(C2C=CC=CC=2)[C@@H]2N1CCC2.[B]1OC2C(=CC=CC=2)O1.BrC1SC2C(OS(C(F)(F)F)(=O)=O)=C([C@H](O)C(OCC)=O)C(C)=CC=2N=1, predict the reaction product. The product is: [Cl:1][C:2]1[S:3][C:4]2[C:10]([O:11][S:12]([C:15]([F:18])([F:16])[F:17])(=[O:14])=[O:13])=[C:9]([C@H:19]([OH:25])[C:20]([O:22][CH2:23][CH3:24])=[O:21])[C:8]([CH3:26])=[CH:7][C:5]=2[N:6]=1. (2) Given the reactants [CH:1]1[C:6]([OH:7])=[CH:5][CH:4]=[CH:3][C:2]=1[CH3:8].[F:9][C:10]1[C:18]([F:19])=[C:17]2[C:13]([C:14](O)([C:21]3[CH:26]=[CH:25][C:24]([O:27][CH3:28])=[CH:23][CH:22]=3)[C:15](=[O:20])[NH:16]2)=[CH:12][CH:11]=1, predict the reaction product. The product is: [F:9][C:10]1[C:18]([F:19])=[C:17]2[C:13]([C:14]([C:3]3[CH:4]=[CH:5][C:6]([OH:7])=[CH:1][C:2]=3[CH3:8])([C:21]3[CH:26]=[CH:25][C:24]([O:27][CH3:28])=[CH:23][CH:22]=3)[C:15](=[O:20])[NH:16]2)=[CH:12][CH:11]=1. (3) Given the reactants [CH:1]1([C:7]2[C:8]3[CH:26]=[CH:25][C:24]([C:27]([NH:29][C@@H:30]([CH2:34][C:35]4[CH:40]=[CH:39][C:38]([OH:41])=[CH:37][CH:36]=4)[C:31]([OH:33])=O)=[O:28])=[CH:23][C:9]=3[N:10]3[C:16]=2[C:15]2[CH:17]=[CH:18][C:19]([O:21][CH3:22])=[CH:20][C:14]=2[O:13][CH2:12][CH2:11]3)[CH2:6][CH2:5][CH2:4][CH2:3][CH2:2]1.Cl.[CH3:43][NH:44][O:45][CH3:46].O.ON1C2C=CC=CC=2N=N1.Cl.C(N=C=NCCCN(C)C)C.C(N(CC)CC)C.C(=O)([O-])O.[Na+], predict the reaction product. The product is: [OH:41][C:38]1[CH:39]=[CH:40][C:35]([CH2:34][C@H:30]([NH:29][C:27]([C:24]2[CH:25]=[CH:26][C:8]3[C:7]([CH:1]4[CH2:2][CH2:3][CH2:4][CH2:5][CH2:6]4)=[C:16]4[N:10]([CH2:11][CH2:12][O:13][C:14]5[CH:20]=[C:19]([O:21][CH3:22])[CH:18]=[CH:17][C:15]=54)[C:9]=3[CH:23]=2)=[O:28])[C:31](=[O:33])[N:44]([O:45][CH3:46])[CH3:43])=[CH:36][CH:37]=1. (4) Given the reactants [C:1]([O:5][C:6](=[O:12])[NH:7][CH2:8][CH2:9][CH2:10][NH2:11])([CH3:4])([CH3:3])[CH3:2].[CH3:13][C:14]1[C:15]([CH:20]=O)=[N:16][CH:17]=[CH:18][CH:19]=1.[BH-](O[C:32]([CH3:34])=O)(OC(C)=O)OC(C)=O.[Na+], predict the reaction product. The product is: [C:1]([O:5][C:6](=[O:12])[NH:7][CH2:8][CH2:9][CH2:10][N:11]([CH2:18][C:17]1[C:32]([CH3:34])=[CH:13][CH:14]=[CH:15][N:16]=1)[CH2:20][C:15]1[C:14]([CH3:13])=[CH:19][CH:18]=[CH:17][N:16]=1)([CH3:4])([CH3:2])[CH3:3]. (5) Given the reactants C1(N=C=NC2CCCCC2)CCCCC1.[C:16]([O:20][C:21]([N:23]([CH3:37])[C@H:24]([CH2:28][C:29]1[CH:34]=[CH:33][C:32]([Cl:35])=[C:31]([Cl:36])[CH:30]=1)[C:25]([OH:27])=O)=[O:22])([CH3:19])([CH3:18])[CH3:17].[CH3:38][C:39]1(C)[O:44]C(=O)C[C:41](=O)[O:40]1, predict the reaction product. The product is: [CH3:41][O:40][C:39](=[O:44])[CH2:38][C:25](=[O:27])[C@H:24]([N:23]([C:21]([O:20][C:16]([CH3:17])([CH3:18])[CH3:19])=[O:22])[CH3:37])[CH2:28][C:29]1[CH:34]=[CH:33][C:32]([Cl:35])=[C:31]([Cl:36])[CH:30]=1.